Dataset: Reaction yield outcomes from USPTO patents with 853,638 reactions. Task: Predict the reaction yield, written as a fraction of the theoretical maximum amount of product (1.0 means a 100% yield; for example, 0.34 means a 34% yield). The reactants are [C:1]([CH:5]1[CH2:13][C:12]2[C:7](=[CH:8][CH:9]=[CH:10][CH:11]=2)[NH:6]1)([CH3:4])([CH3:3])[CH3:2].[N+:14]([O-])([O-:16])=[O:15].[K+].C([O-])([O-])=O.[Na+].[Na+]. The catalyst is OS(O)(=O)=O. The product is [C:1]([CH:5]1[CH2:13][C:12]2[C:7](=[CH:8][C:9]([N+:14]([O-:16])=[O:15])=[CH:10][CH:11]=2)[NH:6]1)([CH3:4])([CH3:2])[CH3:3]. The yield is 0.310.